From a dataset of Catalyst prediction with 721,799 reactions and 888 catalyst types from USPTO. Predict which catalyst facilitates the given reaction. (1) Reactant: [CH3:1][C:2]1[CH:12]=[CH:11][CH:10]=[CH:9][C:3]=1[CH2:4][CH2:5][C:6]([OH:8])=[O:7].N1C=CC=CC=1.[S:19](Cl)(Cl)=O.[ClH:23]. Product: [Cl:23][C:4]1[C:3]2[C:2]([CH3:1])=[CH:12][CH:11]=[CH:10][C:9]=2[S:19][C:5]=1[C:6]([OH:8])=[O:7]. The catalyst class is: 30. (2) The catalyst class is: 34. Product: [F:1][C:2]([F:11])([F:12])[C:3]([CH3:6])([C:7]([F:9])([F:8])[F:10])[CH2:4][O:5][S:21]([CH3:20])(=[O:23])=[O:22]. Reactant: [F:1][C:2]([F:12])([F:11])[C:3]([C:7]([F:10])([F:9])[F:8])([CH3:6])[CH2:4][OH:5].C(N(CC)CC)C.[CH3:20][S:21](Cl)(=[O:23])=[O:22]. (3) Reactant: Cl[S:2]([N:5]=[C:6]=[O:7])(=[O:4])=[O:3].[Cl:8][CH2:9][CH2:10][OH:11].[NH2:12][C:13]1[CH:41]=[CH:40][C:16]2[NH:17][C:18]([C:23]3[C:24](=[O:39])[N:25]([CH2:34][CH2:35][CH:36]([CH3:38])[CH3:37])[C:26]4[C:31]([C:32]=3[OH:33])=[CH:30][CH:29]=[CH:28][N:27]=4)=[N:19][S:20](=[O:22])(=[O:21])[C:15]=2[CH:14]=1.C(N(CC)CC)C.Cl. Product: [OH:33][C:32]1[C:31]2[C:26](=[N:27][CH:28]=[CH:29][CH:30]=2)[N:25]([CH2:34][CH2:35][CH:36]([CH3:37])[CH3:38])[C:24](=[O:39])[C:23]=1[C:18]1[NH:17][C:16]2[CH:40]=[CH:41][C:13]([NH:12][S:2]([NH:5][C:6](=[O:7])[O:11][CH2:10][CH2:9][Cl:8])(=[O:4])=[O:3])=[CH:14][C:15]=2[S:20](=[O:21])(=[O:22])[N:19]=1. The catalyst class is: 4. (4) Reactant: [ClH:1].[S:2]1[C:6]([NH:7][C:8]([CH:10]2[CH:15]3[CH:11]2[CH2:12][NH:13][CH2:14]3)=[O:9])=[CH:5][CH:4]=[N:3]1.C(N(CC)CC)C.[CH3:23][C:24]1[C:32]2[CH2:31][O:30][C:29](=[O:33])[C:28]=2[CH:27]=[CH:26][C:25]=1[C@@H:34]1[CH2:36][O:35]1. Product: [ClH:1].[OH:35][C@H:34]([C:25]1[CH:26]=[CH:27][C:28]2[C:29](=[O:33])[O:30][CH2:31][C:32]=2[C:24]=1[CH3:23])[CH2:36][N:13]1[CH2:12][CH:11]2[CH:15]([CH:10]2[C:8]([NH:7][C:6]2[S:2][N:3]=[CH:4][CH:5]=2)=[O:9])[CH2:14]1. The catalyst class is: 14. (5) Reactant: C[O:2][C:3]1[CH:4]=[C:5]2[C:9](=[CH:10][CH:11]=1)[N:8]([CH3:12])[CH:7]=[C:6]2[C:13]1[N:21]([S:22]([C:25]2[CH:30]=[CH:29][C:28]([CH3:31])=[CH:27][CH:26]=2)(=[O:24])=[O:23])[C:16]2=[N:17][CH:18]=[CH:19][CH:20]=[C:15]2[CH:14]=1.B(Br)(Br)Br.C(=O)([O-])[O-].[Na+].[Na+]. Product: [CH3:12][N:8]1[C:9]2[C:5](=[CH:4][C:3]([OH:2])=[CH:11][CH:10]=2)[C:6]([C:13]2[N:21]([S:22]([C:25]3[CH:30]=[CH:29][C:28]([CH3:31])=[CH:27][CH:26]=3)(=[O:24])=[O:23])[C:16]3=[N:17][CH:18]=[CH:19][CH:20]=[C:15]3[CH:14]=2)=[CH:7]1. The catalyst class is: 4.